This data is from Forward reaction prediction with 1.9M reactions from USPTO patents (1976-2016). The task is: Predict the product of the given reaction. (1) Given the reactants [CH3:1][O:2][C:3]1[CH:4]=[C:5](/[CH:13]=[CH:14]/[C:15]([OH:17])=O)[CH:6]=[CH:7][C:8]=1[S:9](=[O:12])(=[O:11])[NH2:10].S(Cl)(Cl)=O.[Cl:22][C:23]1[CH:24]=[C:25]([NH2:29])[CH:26]=[CH:27][CH:28]=1.C(N(C(C)C)CC)(C)C, predict the reaction product. The product is: [Cl:22][C:23]1[CH:24]=[C:25]([NH:29][C:15](=[O:17])/[CH:14]=[CH:13]/[C:5]2[CH:6]=[CH:7][C:8]([S:9](=[O:11])(=[O:12])[NH2:10])=[C:3]([O:2][CH3:1])[CH:4]=2)[CH:26]=[CH:27][CH:28]=1. (2) The product is: [CH3:23][NH:22][C:20]([C:7]1[C:6]2[CH:24]=[C:2]([B:31]3[O:35][C:34]([CH3:37])([CH3:36])[C:33]([CH3:39])([CH3:38])[O:32]3)[C:3]([N:25]([CH3:30])[S:26]([CH3:29])(=[O:28])=[O:27])=[CH:4][C:5]=2[O:9][C:8]=1[C:10]1[CH:11]=[N:12][C:13]([C:16]([F:19])([F:18])[F:17])=[CH:14][CH:15]=1)=[O:21]. Given the reactants Br[C:2]1[C:3]([N:25]([CH3:30])[S:26]([CH3:29])(=[O:28])=[O:27])=[CH:4][C:5]2[O:9][C:8]([C:10]3[CH:11]=[N:12][C:13]([C:16]([F:19])([F:18])[F:17])=[CH:14][CH:15]=3)=[C:7]([C:20]([NH:22][CH3:23])=[O:21])[C:6]=2[CH:24]=1.[B:31]1([B:31]2[O:35][C:34]([CH3:37])([CH3:36])[C:33]([CH3:39])([CH3:38])[O:32]2)[O:35][C:34]([CH3:37])([CH3:36])[C:33]([CH3:39])([CH3:38])[O:32]1.CC([O-])=O.[K+].O, predict the reaction product. (3) The product is: [CH3:34][O:33][C:30]1[CH:31]=[CH:32][C:27]([CH2:26][C:21]2([C:19]([NH:18][C@H:17]([C:35]([OH:37])=[O:36])[CH2:16][C:15]3[CH:38]=[CH:39][C:12]([N:3]4[C:2](=[O:1])[CH:10]5[CH:5]([CH2:6][NH:7][CH2:8][CH2:9]5)[C:4]4=[O:11])=[CH:13][CH:14]=3)=[O:20])[CH2:22][CH2:23][CH2:24][CH2:25]2)=[CH:28][CH:29]=1. Given the reactants [O:1]=[C:2]1[C:10]2[CH:9]=[CH:8][N:7]=[CH:6][C:5]=2[C:4](=[O:11])[N:3]1[C:12]1[CH:39]=[CH:38][C:15]([CH2:16][C@@H:17]([C:35]([OH:37])=[O:36])[NH:18][C:19]([C:21]2([CH2:26][C:27]3[CH:32]=[CH:31][C:30]([O:33][CH3:34])=[CH:29][CH:28]=3)[CH2:25][CH2:24][CH2:23][CH2:22]2)=[O:20])=[CH:14][CH:13]=1, predict the reaction product. (4) Given the reactants [H-].[Na+].[C:3]([O:11][CH2:12][CH3:13])(=[O:10])[CH2:4][C:5]([O:7][CH2:8][CH3:9])=[O:6].Cl[C:15]1[C:20]([Cl:21])=[CH:19][CH:18]=[CH:17][N:16]=1.Cl, predict the reaction product. The product is: [Cl:21][C:20]1[C:15]([CH:4]([C:5]([O:7][CH2:8][CH3:9])=[O:6])[C:3]([O:11][CH2:12][CH3:13])=[O:10])=[N:16][CH:17]=[CH:18][CH:19]=1. (5) Given the reactants [CH:1]1[C:6](N)=[CH:5][CH:4]=[C:3](O[C@@H]2O[C@H](CO)[C@@H](O)[C@H](O)[C@H]2O)[CH:2]=1.[C@H]1(F)O[C@H](CO)[C@H:25]([OH:26])[C@H:23]([OH:24])[C@H:21]1[OH:22].CC[O:34]C(C)=O.CO.O, predict the reaction product. The product is: [CH:1]1[CH:2]=[C:3]2[C:21]([C:23]([OH:34])([OH:24])[C:25](=[O:26])[C:4]2=[CH:5][CH:6]=1)=[O:22]. (6) Given the reactants [Cl:1][C:2]1[CH:11]=[C:10]([OH:12])[CH:9]=[CH:8][C:3]=1[C:4]([O:6][CH3:7])=[O:5].[F:13][C:14]1[CH:19]=[CH:18][C:17](B(O)O)=[CH:16][CH:15]=1.C(N(CC)CC)C, predict the reaction product. The product is: [Cl:1][C:2]1[CH:11]=[C:10]([O:12][C:17]2[CH:18]=[CH:19][C:14]([F:13])=[CH:15][CH:16]=2)[CH:9]=[CH:8][C:3]=1[C:4]([O:6][CH3:7])=[O:5]. (7) Given the reactants Br[C:2]1[CH:3]=[CH:4][CH:5]=[C:6]2[C:11]=1[N:10]=[C:9]([CH3:12])[CH:8]=[CH:7]2.[C:13]([O:18][CH2:19][CH3:20])(=[O:17])/[CH:14]=[CH:15]/[CH3:16].C1(N(C)C2CCCCC2)CCCCC1.O, predict the reaction product. The product is: [CH3:12][C:9]1[CH:8]=[CH:7][C:6]2[C:11](=[C:2](/[C:15](/[CH3:16])=[CH:14]\[C:13]([O:18][CH2:19][CH3:20])=[O:17])[CH:3]=[CH:4][CH:5]=2)[N:10]=1.